This data is from Forward reaction prediction with 1.9M reactions from USPTO patents (1976-2016). The task is: Predict the product of the given reaction. (1) Given the reactants CN1CCOCC1.[NH2:8][CH2:9][C@H:10]1[CH2:15][CH2:14][C@H:13]([CH2:16][NH:17][C:18](=[O:24])[O:19][C:20]([CH3:23])([CH3:22])[CH3:21])[CH2:12][CH2:11]1.[Cl:25][C:26]1[CH:35]=[C:34]([C:36](O)=[O:37])[C:33]2[C:28](=[CH:29][CH:30]=[CH:31][CH:32]=2)[N:27]=1.C1C=CC2N(O)N=NC=2C=1.C(Cl)CCl, predict the reaction product. The product is: [Cl:25][C:26]1[CH:35]=[C:34]([C:36]([NH:8][CH2:9][C@H:10]2[CH2:11][CH2:12][C@H:13]([CH2:16][NH:17][C:18](=[O:24])[O:19][C:20]([CH3:21])([CH3:23])[CH3:22])[CH2:14][CH2:15]2)=[O:37])[C:33]2[C:28](=[CH:29][CH:30]=[CH:31][CH:32]=2)[N:27]=1. (2) Given the reactants C1C(=O)N([Br:8])C(=O)C1.[CH2:9]([O:11][C:12]([C:14]1[NH:15][C:16]2[C:21]([CH:22]=1)=[CH:20][C:19]([C:23]1[CH:28]=[CH:27][C:26]([O:29][CH:30]([CH3:32])[CH3:31])=[CH:25][CH:24]=1)=[CH:18][CH:17]=2)=[O:13])[CH3:10].[O-]S([O-])(=S)=O.[Na+].[Na+], predict the reaction product. The product is: [CH2:9]([O:11][C:12]([C:14]1[NH:15][C:16]2[C:21]([C:22]=1[Br:8])=[CH:20][C:19]([C:23]1[CH:28]=[CH:27][C:26]([O:29][CH:30]([CH3:31])[CH3:32])=[CH:25][CH:24]=1)=[CH:18][CH:17]=2)=[O:13])[CH3:10]. (3) Given the reactants Cl.[NH2:2][C@@H:3]1[C:11]2[C:6](=[C:7]([C:12]3[S:16][C:15]([C:17]4[CH:18]=[CH:19][C:20]([O:25][CH:26]([CH3:28])[CH3:27])=[C:21]([CH:24]=4)[C:22]#[N:23])=[N:14][N:13]=3)[CH:8]=[CH:9][CH:10]=2)[CH2:5][CH2:4]1.[S:29](N)([NH2:32])(=[O:31])=[O:30], predict the reaction product. The product is: [C:22]([C:21]1[CH:24]=[C:17]([C:15]2[S:16][C:12]([C:7]3[CH:8]=[CH:9][CH:10]=[C:11]4[C:6]=3[CH2:5][CH2:4][C@@H:3]4[NH:2][S:29]([NH2:32])(=[O:31])=[O:30])=[N:13][N:14]=2)[CH:18]=[CH:19][C:20]=1[O:25][CH:26]([CH3:28])[CH3:27])#[N:23]. (4) Given the reactants [Cl:1][C:2]1[CH:3]=[C:4]([C:9]2([CH3:22])[CH2:14][C:13](=[O:15])[N:12]([CH3:16])[C:11]([N:17]=CN(C)C)=[N:10]2)[CH:5]=[CH:6][C:7]=1[Cl:8].N.C(#N)C.O.C(O)(C(F)(F)F)=O, predict the reaction product. The product is: [NH2:17][C:11]1[N:12]([CH3:16])[C:13](=[O:15])[CH2:14][C:9]([C:4]2[CH:5]=[CH:6][C:7]([Cl:8])=[C:2]([Cl:1])[CH:3]=2)([CH3:22])[N:10]=1. (5) Given the reactants [Cl:1][C:2]1[CH:7]=[C:6]([O:8][CH2:9][C:10]2[CH:15]=[CH:14][CH:13]=[CH:12][CH:11]=2)[CH:5]=[C:4]([Cl:16])[C:3]=1[CH2:17]O.P(Br)(Br)[Br:20].C([O-])(O)=O.[Na+], predict the reaction product. The product is: [Br:20][CH2:17][C:3]1[C:2]([Cl:1])=[CH:7][C:6]([O:8][CH2:9][C:10]2[CH:15]=[CH:14][CH:13]=[CH:12][CH:11]=2)=[CH:5][C:4]=1[Cl:16]. (6) Given the reactants [F:1][C:2]1[CH:25]=[CH:24][CH:23]=[C:22]([F:26])[C:3]=1[CH2:4][O:5][C:6]1[N:11]2[N:12]=[C:13]([CH2:18]CC)[C:14]([C:15](O)=[O:16])=[C:10]2[CH:9]=[C:8]([CH3:21])[CH:7]=1.CN(C(ON1N=NC2C=CC=NC1=2)=[N+](C)C)C.F[P-](F)(F)(F)(F)F.C(N(CC)C(C)C)(C)C.Cl.Cl.[F:62][CH2:63][CH2:64][C:65]([CH3:69])([NH2:68])[CH2:66][NH2:67].C(O)(C(F)(F)F)=O, predict the reaction product. The product is: [NH2:68][C:65]([CH3:69])([CH2:64][CH2:63][F:62])[CH2:66][NH:67][C:15]([C:14]1[C:13]([CH3:18])=[N:12][N:11]2[C:6]([O:5][CH2:4][C:3]3[C:22]([F:26])=[CH:23][CH:24]=[CH:25][C:2]=3[F:1])=[CH:7][C:8]([CH3:21])=[CH:9][C:10]=12)=[O:16].